Task: Regression. Given two drug SMILES strings and cell line genomic features, predict the synergy score measuring deviation from expected non-interaction effect.. Dataset: NCI-60 drug combinations with 297,098 pairs across 59 cell lines Drug 1: C1=CC=C(C(=C1)C(C2=CC=C(C=C2)Cl)C(Cl)Cl)Cl. Drug 2: C1=CN(C=N1)CC(O)(P(=O)(O)O)P(=O)(O)O. Cell line: OVCAR-8. Synergy scores: CSS=0.0155, Synergy_ZIP=-0.932, Synergy_Bliss=-1.44, Synergy_Loewe=-1.41, Synergy_HSA=-1.54.